Dataset: Full USPTO retrosynthesis dataset with 1.9M reactions from patents (1976-2016). Task: Predict the reactants needed to synthesize the given product. (1) Given the product [CH3:32][N:29]1[CH2:28][CH2:27][N:26]([CH2:25][C:22]2([C:14]3[O:13][N:12]=[C:11]([C:8]4[CH:9]=[CH:10][C:5]([OH:4])=[CH:6][CH:7]=4)[C:15]=3[C:16]3[CH:21]=[CH:20][CH:19]=[CH:18][CH:17]=3)[CH2:23][CH2:24]2)[CH2:31][CH2:30]1, predict the reactants needed to synthesize it. The reactants are: COC[O:4][C:5]1[CH:10]=[CH:9][C:8]([C:11]2[C:15]([C:16]3[CH:21]=[CH:20][CH:19]=[CH:18][CH:17]=3)=[C:14]([C:22]3([CH2:25][N:26]4[CH2:31][CH2:30][N:29]([CH3:32])[CH2:28][CH2:27]4)[CH2:24][CH2:23]3)[O:13][N:12]=2)=[CH:7][CH:6]=1.Cl.[OH-].[Na+]. (2) The reactants are: [CH2:1]([C:5]1[N:6]=[C:7]([CH3:27])[NH:8][C:9](=[O:26])[C:10]=1[CH2:11][C:12]1[CH:17]=[CH:16][C:15]([C:18]2[C:19]([C:24]#[N:25])=[CH:20][CH:21]=[CH:22][CH:23]=2)=[CH:14][CH:13]=1)[CH2:2][CH2:3][CH3:4].[CH3:28][C:29]1([CH3:32])[CH2:31][O:30]1.C(=O)([O-])[O-].[Cs+].[Cs+].CN(C)C(=O)C. Given the product [CH2:1]([C:5]1[N:6]=[C:7]([CH3:27])[N:8]([CH2:28][C:29]([OH:30])([CH3:32])[CH3:31])[C:9](=[O:26])[C:10]=1[CH2:11][C:12]1[CH:17]=[CH:16][C:15]([C:18]2[C:19]([C:24]#[N:25])=[CH:20][CH:21]=[CH:22][CH:23]=2)=[CH:14][CH:13]=1)[CH2:2][CH2:3][CH3:4], predict the reactants needed to synthesize it. (3) Given the product [CH3:29][S:30]([C:33]1[CH:40]=[CH:39][C:36]([CH2:37][NH:38][C:24]([C:21]2[O:22][C:23]3[C:15]([N:12]4[CH2:13][CH2:14][N:9]([CH2:8][CH2:7][C:2]5[CH:3]=[CH:4][CH:5]=[CH:6][N:1]=5)[CH2:10][CH2:11]4)=[CH:16][CH:17]=[CH:18][C:19]=3[CH:20]=2)=[O:25])=[CH:35][CH:34]=1)(=[O:31])=[O:32], predict the reactants needed to synthesize it. The reactants are: [N:1]1[CH:6]=[CH:5][CH:4]=[CH:3][C:2]=1[CH2:7][CH2:8][N:9]1[CH2:14][CH2:13][N:12]([C:15]2[C:23]3[O:22][C:21]([C:24]([O-])=[O:25])=[CH:20][C:19]=3[CH:18]=[CH:17][CH:16]=2)[CH2:11][CH2:10]1.[Li+].Cl.[CH3:29][S:30]([C:33]1[CH:40]=[CH:39][C:36]([CH2:37][NH2:38])=[CH:35][CH:34]=1)(=[O:32])=[O:31].